From a dataset of Peptide-MHC class I binding affinity with 185,985 pairs from IEDB/IMGT. Regression. Given a peptide amino acid sequence and an MHC pseudo amino acid sequence, predict their binding affinity value. This is MHC class I binding data. (1) The binding affinity (normalized) is 0.936. The peptide sequence is WQTDTTIPL. The MHC is HLA-A02:01 with pseudo-sequence HLA-A02:01. (2) The peptide sequence is LVSAGIRKV. The MHC is HLA-B53:01 with pseudo-sequence HLA-B53:01. The binding affinity (normalized) is 0. (3) The peptide sequence is GSYIALDSGR. The MHC is HLA-A11:01 with pseudo-sequence HLA-A11:01. The binding affinity (normalized) is 0.537.